This data is from Peptide-MHC class I binding affinity with 185,985 pairs from IEDB/IMGT. The task is: Regression. Given a peptide amino acid sequence and an MHC pseudo amino acid sequence, predict their binding affinity value. This is MHC class I binding data. (1) The peptide sequence is SHGIDVTDL. The MHC is HLA-A02:01 with pseudo-sequence HLA-A02:01. The binding affinity (normalized) is 0.0847. (2) The peptide sequence is LATGPVLTLW. The MHC is HLA-B53:01 with pseudo-sequence HLA-B53:01. The binding affinity (normalized) is 0.649. (3) The peptide sequence is RQFPIAFEF. The MHC is Mamu-B52 with pseudo-sequence Mamu-B52. The binding affinity (normalized) is 0.999. (4) The peptide sequence is SVPAAIMMI. The MHC is Mamu-B03 with pseudo-sequence Mamu-B03. The binding affinity (normalized) is 0.00344. (5) The peptide sequence is MSWESTAEY. The MHC is BoLA-D18.4 with pseudo-sequence BoLA-D18.4. The binding affinity (normalized) is 0.674. (6) The peptide sequence is TLLVAVSFV. The MHC is HLA-A02:03 with pseudo-sequence HLA-A02:03. The binding affinity (normalized) is 0.721. (7) The peptide sequence is NIRQAGVQY. The MHC is HLA-A11:01 with pseudo-sequence HLA-A11:01. The binding affinity (normalized) is 0. (8) The peptide sequence is FVIGGMTGV. The MHC is HLA-A29:02 with pseudo-sequence HLA-A29:02. The binding affinity (normalized) is 0.499. (9) The peptide sequence is VIVENDNVI. The MHC is HLA-A68:02 with pseudo-sequence HLA-A68:02. The binding affinity (normalized) is 0.169.